This data is from Serine/threonine kinase 33 screen with 319,792 compounds. The task is: Binary Classification. Given a drug SMILES string, predict its activity (active/inactive) in a high-throughput screening assay against a specified biological target. The molecule is Clc1ccc(n2c(N3CCCC3)nc3c(c2=O)cccc3)cc1. The result is 0 (inactive).